This data is from Catalyst prediction with 721,799 reactions and 888 catalyst types from USPTO. The task is: Predict which catalyst facilitates the given reaction. (1) Reactant: [NH2:1][C:2]1[CH:7]=[CH:6][C:5]([S:8]([CH2:16][CH3:17])(=[N:10][C:11]([O:13][CH2:14][CH3:15])=[O:12])=[O:9])=[CH:4][CH:3]=1.[Br:18][C:19]1[C:20]([O:26][C@H:27]([CH3:31])[C@H:28]([OH:30])[CH3:29])=[N:21][C:22](Cl)=[N:23][CH:24]=1.Cl. Product: [Br:18][C:19]1[C:20]([O:26][C@H:27]([CH3:31])[C@H:28]([OH:30])[CH3:29])=[N:21][C:22]([NH:1][C:2]2[CH:7]=[CH:6][C:5]([S:8]([CH2:16][CH3:17])(=[N:10][C:11]([O:13][CH2:14][CH3:15])=[O:12])=[O:9])=[CH:4][CH:3]=2)=[N:23][CH:24]=1. The catalyst class is: 880. (2) Reactant: [F:1][C:2]([F:10])([F:9])[CH:3]([OH:8])[C:4]([F:7])([F:6])[F:5].ClC(Cl)(O[C:15](=[O:21])OC(Cl)(Cl)Cl)Cl.CCN(C(C)C)C(C)C.[N:32]1([CH2:38][C:39]2[CH:44]=[CH:43][C:42]([C:45]([F:48])([F:47])[F:46])=[CH:41][C:40]=2[N:49]2[CH2:53][CH2:52][C@@H:51]([NH:54][S:55]([CH3:58])(=[O:57])=[O:56])[CH2:50]2)[CH2:37][CH2:36][NH:35][CH2:34][CH2:33]1. Product: [CH3:58][S:55]([NH:54][C@@H:51]1[CH2:52][CH2:53][N:49]([C:40]2[CH:41]=[C:42]([C:45]([F:48])([F:46])[F:47])[CH:43]=[CH:44][C:39]=2[CH2:38][N:32]2[CH2:37][CH2:36][N:35]([C:15]([O:8][CH:3]([C:4]([F:7])([F:6])[F:5])[C:2]([F:10])([F:9])[F:1])=[O:21])[CH2:34][CH2:33]2)[CH2:50]1)(=[O:56])=[O:57]. The catalyst class is: 2. (3) Reactant: F[C:2]1[C:7]([F:8])=[CH:6][CH:5]=[CH:4][C:3]=1[CH:9]([N:14]1[C:22]2[C:17](=[CH:18][CH:19]=[CH:20][C:21]=2[F:23])[C:16]([CH3:25])([CH3:24])[C:15]1=[O:26])[CH:10]([OH:13])[CH2:11][OH:12].CC(C)([O-])C.[K+]. Product: [F:23][C:21]1[CH:20]=[CH:19][CH:18]=[C:17]2[C:22]=1[N:14]([CH:9]1[C:3]3[CH:4]=[CH:5][CH:6]=[C:7]([F:8])[C:2]=3[O:13][CH:10]1[CH2:11][OH:12])[C:15](=[O:26])[C:16]2([CH3:24])[CH3:25]. The catalyst class is: 7. (4) Reactant: C(OC([NH:8][C:9]1[CH:14]=[CH:13][N:12]=[CH:11][C:10]=1/[CH:15]=[CH:16]/[C:17]([O:19][CH3:20])=[O:18])=O)(C)(C)C. Product: [NH2:8][C:9]1[CH:14]=[CH:13][N:12]=[CH:11][C:10]=1/[CH:15]=[CH:16]/[C:17]([O:19][CH3:20])=[O:18]. The catalyst class is: 55.